This data is from Full USPTO retrosynthesis dataset with 1.9M reactions from patents (1976-2016). The task is: Predict the reactants needed to synthesize the given product. (1) Given the product [F:40][C:39]([F:42])([F:41])[C:38]([OH:43])=[O:51].[N:1]1[CH:6]=[CH:5][CH:4]=[C:3]([C:7]2[CH:8]=[N:9][C:10]3[CH:11]=[C:12]4[CH2:21][CH2:20][NH:19][CH2:18][CH2:17][C:13]4=[CH:14][C:15]=3[N:16]=2)[CH:2]=1, predict the reactants needed to synthesize it. The reactants are: [N:1]1[CH:6]=[CH:5][CH:4]=[C:3]([C:7]2[CH:8]=[N:9][C:10]3[CH:11]=[C:12]4[CH2:21][CH2:20][NH:19][CH2:18][CH2:17][C:13]4=[CH:14][C:15]=3[N:16]=2)[CH:2]=1.ClC1C=NC2C=C3CCN([C:38](=[O:43])[C:39]([F:42])([F:41])[F:40])CCC3=CC=2N=1.N1C=CC=C(B(O)[OH:51])C=1.C(=O)([O-])[O-].[Na+].[Na+]. (2) Given the product [Cl:1][C:2]1[CH:28]=[C:27]([O:29][CH2:30][CH3:31])[CH:26]=[CH:25][C:3]=1[C:4]([N:6]1[C:12]2[CH:13]=[CH:14][CH:15]=[CH:16][C:11]=2[CH2:10][N:9]([C:17]([O:19][C:20]([CH3:22])([CH3:23])[CH3:21])=[O:18])[C@H:8]([CH3:24])[CH2:7]1)=[O:5], predict the reactants needed to synthesize it. The reactants are: [Cl:1][C:2]1[CH:28]=[C:27]([OH:29])[CH:26]=[CH:25][C:3]=1[C:4]([N:6]1[C:12]2[CH:13]=[CH:14][CH:15]=[CH:16][C:11]=2[CH2:10][N:9]([C:17]([O:19][C:20]([CH3:23])([CH3:22])[CH3:21])=[O:18])[C@H:8]([CH3:24])[CH2:7]1)=[O:5].[CH2:30](I)[CH3:31].C(=O)([O-])[O-].[K+].[K+].CN(C)C=O. (3) Given the product [CH:3]1([CH2:6][O:7][C:8]2[CH:13]=[C:12]([CH2:14][CH2:15][C:16]([OH:18])=[O:17])[CH:11]=[CH:10][C:9]=2[C:20]2[CH:25]=[CH:24][CH:23]=[C:22]([N:26]([CH3:37])[C:27]([NH:29][CH2:30][CH2:31][CH2:32][CH2:33][CH2:34][CH2:35][CH3:36])=[O:28])[CH:21]=2)[CH2:5][CH2:4]1, predict the reactants needed to synthesize it. The reactants are: [OH-].[Na+].[CH:3]1([CH2:6][O:7][C:8]2[CH:13]=[C:12]([CH2:14][CH2:15][C:16]([O:18]C)=[O:17])[CH:11]=[CH:10][C:9]=2[C:20]2[CH:25]=[CH:24][CH:23]=[C:22]([N:26]([CH3:37])[C:27]([NH:29][CH2:30][CH2:31][CH2:32][CH2:33][CH2:34][CH2:35][CH3:36])=[O:28])[CH:21]=2)[CH2:5][CH2:4]1. (4) Given the product [ClH:27].[ClH:27].[ClH:27].[ClH:27].[CH3:1][N:2]([C@H:3]1[CH2:7][CH2:6][N:5]([CH2:8][C:9]2[CH:14]=[CH:13][N:12]=[C:11]([C:15]3[CH:16]=[C:17]([O:25][CH3:26])[C:18]([O:23][CH3:24])=[C:19]([O:21][CH3:22])[CH:20]=3)[CH:10]=2)[CH2:4]1)[CH2:28][C:29]1[CH:34]=[CH:33][N:32]=[C:31]([C:35]2[CH:40]=[C:39]([O:41][CH3:42])[C:38]([O:43][CH3:44])=[C:37]([O:45][CH3:46])[CH:36]=2)[CH:30]=1, predict the reactants needed to synthesize it. The reactants are: [CH3:1][NH:2][C@H:3]1[CH2:7][CH2:6][N:5]([CH2:8][C:9]2[CH:14]=[CH:13][N:12]=[C:11]([C:15]3[CH:20]=[C:19]([O:21][CH3:22])[C:18]([O:23][CH3:24])=[C:17]([O:25][CH3:26])[CH:16]=3)[CH:10]=2)[CH2:4]1.[Cl:27][CH2:28][C:29]1[CH:34]=[CH:33][N:32]=[C:31]([C:35]2[CH:40]=[C:39]([O:41][CH3:42])[C:38]([O:43][CH3:44])=[C:37]([O:45][CH3:46])[CH:36]=2)[CH:30]=1. (5) Given the product [CH2:38]([O:37][C:35]1[N:34]=[C:33]2[C:29]([N:30]=[C:31]([O:61][CH3:62])[N:32]2[CH2:42][CH2:43][CH2:44][CH:45]2[CH2:50][CH2:49][NH:48][CH2:47][CH2:46]2)=[C:28]([NH2:27])[N:36]=1)[CH2:39][CH2:40][CH3:41], predict the reactants needed to synthesize it. The reactants are: C(OC1N=C2C(N=C(OC)N2CCCC2CCCCN2)=C(N)N=1)CCC.[NH2:27][C:28]1[N:36]=[C:35]([O:37][CH2:38][CH2:39][CH2:40][CH3:41])[N:34]=[C:33]2[C:29]=1[N:30]=[C:31]([O:61][CH3:62])[N:32]2[CH2:42][CH2:43][CH2:44][CH:45]1[CH2:50][CH2:49][N:48](C(OCC2C=CC=CC=2)=O)[CH2:47][CH2:46]1. (6) Given the product [CH:1]1[C:10]2[C:5](=[C:6]([NH:13][CH3:12])[CH:7]=[CH:8][CH:9]=2)[CH:4]=[CH:3][N:2]=1, predict the reactants needed to synthesize it. The reactants are: [CH:1]1[C:10]2[C:5](=[CH:6][CH:7]=[CH:8][CH:9]=2)[CH:4]=[CH:3][N:2]=1.O[CH2:12][NH:13]C(=O)C(F)(F)F.